From a dataset of Peptide-MHC class II binding affinity with 134,281 pairs from IEDB. Regression. Given a peptide amino acid sequence and an MHC pseudo amino acid sequence, predict their binding affinity value. This is MHC class II binding data. (1) The peptide sequence is GVTVIKNNMINNDLGP. The MHC is DRB1_1101 with pseudo-sequence DRB1_1101. The binding affinity (normalized) is 0. (2) The peptide sequence is YAKMRSAHTNDVKQL. The MHC is HLA-DQA10301-DQB10301 with pseudo-sequence HLA-DQA10301-DQB10301. The binding affinity (normalized) is 0.678. (3) The peptide sequence is YKYVKQNTLKLATHHHHHH. The binding affinity (normalized) is 0.460. The MHC is DRB1_1501 with pseudo-sequence DRB1_1501. (4) The peptide sequence is GSQLIWDRALGLPLE. The MHC is DRB1_0401 with pseudo-sequence DRB1_0401. The binding affinity (normalized) is 0.685. (5) The peptide sequence is TDALRTLGSTSADEV. The MHC is HLA-DQA10101-DQB10501 with pseudo-sequence HLA-DQA10101-DQB10501. The binding affinity (normalized) is 0. (6) The peptide sequence is VNKMLAVLDTNILWV. The MHC is DRB3_0202 with pseudo-sequence DRB3_0202. The binding affinity (normalized) is 0.230.